This data is from TCR-epitope binding with 47,182 pairs between 192 epitopes and 23,139 TCRs. The task is: Binary Classification. Given a T-cell receptor sequence (or CDR3 region) and an epitope sequence, predict whether binding occurs between them. (1) Result: 0 (the TCR does not bind to the epitope). The TCR CDR3 sequence is CASSEWNTEAFF. The epitope is TSDLATNNLVVMAY. (2) The epitope is TPGPGVRYPL. The TCR CDR3 sequence is CASSPPIPGTADTIYF. Result: 1 (the TCR binds to the epitope). (3) The epitope is AVFDRKSDAK. The TCR CDR3 sequence is CASSLAGPETQYF. Result: 0 (the TCR does not bind to the epitope). (4) The epitope is PKYVKQNTLKLAT. The TCR CDR3 sequence is CASRGAGPTYNSPLHF. Result: 1 (the TCR binds to the epitope).